Dataset: Reaction yield outcomes from USPTO patents with 853,638 reactions. Task: Predict the reaction yield, written as a fraction of the theoretical maximum amount of product (1.0 means a 100% yield; for example, 0.34 means a 34% yield). (1) The reactants are [Cl:1][C:2]1[CH:3]=[C:4]2[C:9](=[CH:10][CH:11]=1)[NH:8][C:7](=[O:12])[C:6]([CH:13]=O)=[CH:5]2.[NH2:15][C:16]1[C:21](=[O:22])[N:20]([CH3:23])[C:19]([C:24]#[N:25])=[CH:18][CH:17]=1.C(O)(=O)C.C(O[BH-](OC(=O)C)OC(=O)C)(=O)C.[Na+]. The catalyst is C(Cl)Cl.CCOC(C)=O. The product is [Cl:1][C:2]1[CH:3]=[C:4]2[C:9](=[CH:10][CH:11]=1)[NH:8][C:7](=[O:12])[C:6]([CH2:13][NH:15][C:16]1[C:21](=[O:22])[N:20]([CH3:23])[C:19]([C:24]#[N:25])=[CH:18][CH:17]=1)=[CH:5]2. The yield is 0.0350. (2) The product is [CH3:9][C:6]1[C:7]([CH3:8])=[CH:2][N:3]=[C:4]([NH2:10])[N:5]=1. The catalyst is N.CO.[Pd]. The reactants are Cl[C:2]1[C:7]([CH3:8])=[C:6]([CH3:9])[N:5]=[C:4]([NH2:10])[N:3]=1. The yield is 0.900. (3) The reactants are [CH2:1]([NH:3][NH2:4])[CH3:2].[F:5][C:6]1[CH:15]=[C:14]2[C:9]([CH:10]=[CH:11][CH:12]=[N:13]2)=[CH:8][C:7]=1[CH2:16][C:17]1[N:21]2[N:22]=[C:23]([C:26](=O)[CH3:27])[CH:24]=[CH:25][C:20]2=[N:19][CH:18]=1. No catalyst specified. The product is [CH2:1]([NH:3]/[N:4]=[C:26](/[C:23]1[CH:24]=[CH:25][C:20]2[N:21]([C:17]([CH2:16][C:7]3[CH:8]=[C:9]4[C:14](=[CH:15][C:6]=3[F:5])[N:13]=[CH:12][CH:11]=[CH:10]4)=[CH:18][N:19]=2)[N:22]=1)\[CH3:27])[CH3:2]. The yield is 0.320. (4) The reactants are [Cl:1][C:2]1[CH:10]=[C:9]2[C:5]([CH:6]=[CH:7][N:8]2[CH2:11][C:12]([OH:14])=O)=[CH:4][CH:3]=1.CN(C(ON1N=NC2C=CC=NC1=2)=[N+](C)C)C.F[P-](F)(F)(F)(F)F.[OH:39][C:40]1([C:46]2[CH:51]=[CH:50][C:49]([S:52]([NH:55][C:56]3[S:57][CH:58]=[CH:59][N:60]=3)(=[O:54])=[O:53])=[CH:48][CH:47]=2)[CH2:45][CH2:44][NH:43][CH2:42][CH2:41]1.C([O-])(O)=O.[Na+]. The catalyst is CN(C=O)C. The product is [Cl:1][C:2]1[CH:10]=[C:9]2[C:5]([CH:6]=[CH:7][N:8]2[CH2:11][C:12]([N:43]2[CH2:42][CH2:41][C:40]([C:46]3[CH:51]=[CH:50][C:49]([S:52]([NH:55][C:56]4[S:57][CH:58]=[CH:59][N:60]=4)(=[O:53])=[O:54])=[CH:48][CH:47]=3)([OH:39])[CH2:45][CH2:44]2)=[O:14])=[CH:4][CH:3]=1. The yield is 0.520.